Dataset: Full USPTO retrosynthesis dataset with 1.9M reactions from patents (1976-2016). Task: Predict the reactants needed to synthesize the given product. (1) The reactants are: [Cl-].[CH3:2][O:3]C[P+](C1C=CC=CC=1)(C1C=CC=CC=1)C1C=CC=CC=1.C[Si]([N-][Si](C)(C)C)(C)C.[K+].O=[C:35]1[CH:40]2[CH2:41][CH2:42][CH:36]1[CH2:37][CH:38]([C:43]1[NH:51][C:50]3[C:49](=[O:52])[N:48]([CH2:53][CH2:54][CH3:55])[C:47](=[O:56])[N:46]([CH2:57][CH2:58][CH3:59])[C:45]=3[N:44]=1)[CH2:39]2. Given the product [O:56]=[C:47]1[N:46]([CH2:57][CH2:58][CH3:59])[C:45]2[N:44]=[C:43]([CH:38]3[CH2:37][CH:36]4[CH:35]([CH:2]=[O:3])[CH:40]([CH2:41][CH2:42]4)[CH2:39]3)[NH:51][C:50]=2[C:49](=[O:52])[N:48]1[CH2:53][CH2:54][CH3:55], predict the reactants needed to synthesize it. (2) Given the product [F:1][C:2]1[C:12]([N+:14]([O-:16])=[O:15])=[CH:11][CH:10]=[C:9]([F:13])[C:3]=1[CH2:4][O:5][C:6](=[O:8])[CH3:7], predict the reactants needed to synthesize it. The reactants are: [F:1][C:2]1[CH:12]=[CH:11][CH:10]=[C:9]([F:13])[C:3]=1[CH2:4][O:5][C:6](=[O:8])[CH3:7].[N+:14]([O-])([OH:16])=[O:15].